Dataset: Forward reaction prediction with 1.9M reactions from USPTO patents (1976-2016). Task: Predict the product of the given reaction. (1) Given the reactants C([NH:5][S:6]([C:9]1[S:10][C:11]([C:14]2[CH:19]=[CH:18][CH:17]=[C:16]([C:20]3[N:25]=[C:24]([C:26]4[S:27][C:28]([Cl:31])=[CH:29][CH:30]=4)[CH:23]=[C:22]([C:32]([F:35])([F:34])[F:33])[N:21]=3)[CH:15]=2)=[CH:12][CH:13]=1)(=[O:8])=[O:7])(C)(C)C.C(O)(C(F)(F)F)=O, predict the reaction product. The product is: [Cl:31][C:28]1[S:27][C:26]([C:24]2[CH:23]=[C:22]([C:32]([F:33])([F:34])[F:35])[N:21]=[C:20]([C:16]3[CH:15]=[C:14]([C:11]4[S:10][C:9]([S:6]([NH2:5])(=[O:8])=[O:7])=[CH:13][CH:12]=4)[CH:19]=[CH:18][CH:17]=3)[N:25]=2)=[CH:30][CH:29]=1. (2) Given the reactants Br[C:2]1[C:3](=[O:9])[N:4]([CH3:8])[CH:5]=[CH:6][CH:7]=1.[CH2:10]([S:17][C:18]1[C:19]([O:33][CH3:34])=[C:20](B2OC(C)(C)C(C)(C)O2)[CH:21]=[CH:22][CH:23]=1)[C:11]1[CH:16]=[CH:15][CH:14]=[CH:13][CH:12]=1.CS(C)=O, predict the reaction product. The product is: [CH2:10]([S:17][C:18]1[C:19]([O:33][CH3:34])=[C:20]([C:2]2[C:3](=[O:9])[N:4]([CH3:8])[CH:5]=[CH:6][CH:7]=2)[CH:21]=[CH:22][CH:23]=1)[C:11]1[CH:12]=[CH:13][CH:14]=[CH:15][CH:16]=1. (3) Given the reactants [CH2:1]([O:3][C:4]([C:6]1[CH:7]=[N:8][N:9]([C:15]2[CH:20]=[CH:19][CH:18]=[C:17](Cl)[N:16]=2)[C:10]=1[C:11]([F:14])([F:13])[F:12])=[O:5])[CH3:2].[CH3:22][O:23][C:24]1[CH:29]=[CH:28][C:27]([CH3:30])=[CH:26][C:25]=1B(O)O.C(=O)([O-])[O-].[Na+].[Na+], predict the reaction product. The product is: [CH3:22][O:23][C:24]1[CH:29]=[CH:28][C:27]([CH3:30])=[CH:26][C:25]=1[C:17]1[N:16]=[C:15]([N:9]2[C:10]([C:11]([F:14])([F:13])[F:12])=[C:6]([C:4]([O:3][CH2:1][CH3:2])=[O:5])[CH:7]=[N:8]2)[CH:20]=[CH:19][CH:18]=1. (4) The product is: [Cl:19][C:20]1[CH:27]=[CH:26][CH:25]=[CH:24][C:21]=1[CH:22]([C:7]1[C:2]([Cl:1])=[N:3][C:4]([S:9][CH3:10])=[N:5][C:6]=1[Cl:8])[OH:23]. Given the reactants [Cl:1][C:2]1[CH:7]=[C:6]([Cl:8])[N:5]=[C:4]([S:9][CH3:10])[N:3]=1.[Li+].CC([N-]C(C)C)C.[Cl:19][C:20]1[CH:27]=[CH:26][CH:25]=[CH:24][C:21]=1[CH:22]=[O:23], predict the reaction product.